Predict the reaction yield, written as a fraction of the theoretical maximum amount of product (1.0 means a 100% yield; for example, 0.34 means a 34% yield). From a dataset of Reaction yield outcomes from USPTO patents with 853,638 reactions. (1) The reactants are [OH:1][C:2]1[C:3]([C:8]([O:10][CH3:11])=[O:9])=[N:4][CH:5]=[CH:6][CH:7]=1.I[CH2:13][CH2:14][CH3:15].C(=O)([O-])[O-].[K+].[K+].C(OCC)(=O)C. The catalyst is CN(C)C=O. The product is [CH2:13]([O:1][C:2]1[C:3]([C:8]([O:10][CH3:11])=[O:9])=[N:4][CH:5]=[CH:6][CH:7]=1)[CH2:14][CH3:15]. The yield is 0.690. (2) The reactants are C(O[C:6](=[O:36])[NH:7][CH2:8][CH2:9][C@H:10]([N:12]1[CH2:17][CH2:16][CH:15]([N:18]([CH2:27][C:28]2[CH:33]=[CH:32][CH:31]=[C:30]([C:34]#[N:35])[N:29]=2)[C:19]2[CH:24]=[CH:23][C:22]([O:25][CH3:26])=[CH:21][CH:20]=2)[CH2:14][CH2:13]1)[CH3:11])(C)(C)C.CCN=C=NCCCN(C)C.C1C=CC2N(O)N=NC=2C=1.Cl.[C:59]([C:61]1[CH:69]=[C:68]([CH3:70])[C:64](C(O)=O)=[C:63]([CH3:71])[N:62]=1)#[N:60].CCN(C(C)C)C(C)C. The catalyst is C(Cl)Cl.C(O)(C(F)(F)F)=O.CN(C=O)C. The product is [C:59]([C:61]1[CH:69]=[C:68]([CH3:70])[C:64]([C:6]([NH:7][CH2:8][CH2:9][C@H:10]([N:12]2[CH2:13][CH2:14][CH:15]([N:18]([CH2:27][C:28]3[CH:33]=[CH:32][CH:31]=[C:30]([C:34]#[N:35])[N:29]=3)[C:19]3[CH:24]=[CH:23][C:22]([O:25][CH3:26])=[CH:21][CH:20]=3)[CH2:16][CH2:17]2)[CH3:11])=[O:36])=[C:63]([CH3:71])[N:62]=1)#[N:60]. The yield is 0.520. (3) The reactants are Cl[C:2]1[C:11]([CH3:12])=[CH:10][C:9]2[C:4](=[CH:5][CH:6]=[C:7]([O:13][CH3:14])[CH:8]=2)[N:3]=1.[NH:15]1[C:19]([C:20]2[CH:25]=[CH:24][C:23](B(O)O)=[CH:22][CH:21]=2)=[N:18][N:17]=[N:16]1.C([O-])([O-])=O.[K+].[K+].COCCOCCO.Cl. The catalyst is [OH-].[Na+].C1C=CC(P(C2C=CC=CC=2)[C-]2C=CC=C2)=CC=1.C1C=CC(P(C2C=CC=CC=2)[C-]2C=CC=C2)=CC=1.Cl[Pd]Cl.[Fe+2].O. The product is [NH:18]1[C:19]([C:20]2[CH:25]=[CH:24][C:23]([C:2]3[C:11]([CH3:12])=[CH:10][C:9]4[C:4](=[CH:5][CH:6]=[C:7]([O:13][CH3:14])[CH:8]=4)[N:3]=3)=[CH:22][CH:21]=2)=[N:15][N:16]=[N:17]1. The yield is 0.840. (4) The yield is 0.750. The product is [Cl:23][C:19]1[CH:18]=[C:17]([C:15]2[O:14][N:13]=[C:12]([CH2:10][OH:9])[CH:16]=2)[CH:22]=[CH:21][CH:20]=1. The reactants are [H-].[Al+3].[Li+].[H-].[H-].[H-].C([O:9][C:10]([C:12]1[CH:16]=[C:15]([C:17]2[CH:22]=[CH:21][CH:20]=[C:19]([Cl:23])[CH:18]=2)[O:14][N:13]=1)=O)C. The catalyst is C1COCC1. (5) The reactants are [NH2:1][C:2]1[C:3](=[O:24])[NH:4][C:5]2[C:11]([O:12][C:13]3[C:22]4[C:17](=[CH:18][CH:19]=[CH:20][CH:21]=4)[C:16]([NH2:23])=[CH:15][CH:14]=3)=[CH:10][CH:9]=[N:8][C:6]=2[N:7]=1.[C:25]([C:29]1[CH:33]=[C:32]([N:34]=[C:35]=[O:36])[N:31]([C:37]2[CH:42]=[CH:41][CH:40]=[CH:39][CH:38]=2)[N:30]=1)([CH3:28])([CH3:27])[CH3:26]. No catalyst specified. The product is [NH2:1][C:2]1[C:3](=[O:24])[NH:4][C:5]2[C:11]([O:12][C:13]3[C:22]4[C:17](=[CH:18][CH:19]=[CH:20][CH:21]=4)[C:16]([NH:23][C:35]([NH:34][C:32]4[N:31]([C:37]5[CH:38]=[CH:39][CH:40]=[CH:41][CH:42]=5)[N:30]=[C:29]([C:25]([CH3:28])([CH3:27])[CH3:26])[CH:33]=4)=[O:36])=[CH:15][CH:14]=3)=[CH:10][CH:9]=[N:8][C:6]=2[N:7]=1. The yield is 0.440. (6) The reactants are [Cl:1][C:2]1[CH:7]=[C:6]([O:8][C:9]2[C:10]([C:14]3[CH:19]=[CH:18][CH:17]=[CH:16][N:15]=3)=[N:11][NH:12][CH:13]=2)[CH:5]=[CH:4][N:3]=1.[H-].[Na+].[F:22][CH:23]([F:25])I. The catalyst is CN(C=O)C.CCOC(C)=O. The product is [Cl:1][C:2]1[CH:7]=[C:6]([O:8][C:9]2[C:10]([C:14]3[CH:19]=[CH:18][CH:17]=[CH:16][N:15]=3)=[N:11][N:12]([CH:23]([F:25])[F:22])[CH:13]=2)[CH:5]=[CH:4][N:3]=1. The yield is 0.659. (7) The reactants are [N:1]1([CH2:10][CH2:11][NH:12][C:13](=[O:23])/[CH:14]=[CH:15]/[C:16]2[CH:21]=[CH:20][CH:19]=[CH:18][C:17]=2F)[C:5]2C=CC=C[C:4]=2[N:3]=[CH:2]1.[CH3:24][O:25][C:26](C1C=CC(/C=C/C(O)=O)=CC=1)=[O:27].NCCN1C=CN=C1.CCN=C=NCCCN(C)C.Cl. The catalyst is C(Cl)Cl. The product is [CH3:24][O:25][C:26]([C:19]1[CH:18]=[CH:17][C:16](/[CH:15]=[CH:14]/[C:13]([NH:12][CH2:11][CH2:10][N:1]2[CH:5]=[CH:4][N:3]=[CH:2]2)=[O:23])=[CH:21][CH:20]=1)=[O:27]. The yield is 0.800. (8) The reactants are [Br:1][C:2]1[CH:3]=[CH:4][C:5]([NH:8][NH2:9])=[N:6][CH:7]=1.[O:10]1[CH:14]=[CH:13][CH:12]=[C:11]1[CH2:15][C:16]([C:18]1[CH:23]=[CH:22][CH:21]=[CH:20][CH:19]=1)=O. The catalyst is C1C=CC=CC=1.C1(C)C=CC(S(O)(=O)=O)=CC=1. The product is [Br:1][C:2]1[CH:3]=[CH:4][C:5]([NH:8][N:9]=[C:16]([C:18]2[CH:23]=[CH:22][CH:21]=[CH:20][CH:19]=2)[CH2:15][C:11]2[O:10][CH:14]=[CH:13][CH:12]=2)=[N:6][CH:7]=1. The yield is 0.550. (9) The reactants are [F:1][C:2]1[CH:10]=[CH:9][CH:8]=[C:7]([N+:11]([O-:13])=[O:12])[C:3]=1[C:4]([OH:6])=[O:5].[Si](C=[N+]=[N-])(C)(C)[CH3:15]. The catalyst is CO.C(#N)C. The product is [F:1][C:2]1[CH:10]=[CH:9][CH:8]=[C:7]([N+:11]([O-:13])=[O:12])[C:3]=1[C:4]([O:6][CH3:15])=[O:5]. The yield is 0.940. (10) The reactants are [CH3:1][O:2][C:3](=[O:20])[CH2:4][CH2:5][CH2:6][N:7]1[CH2:12][CH2:11][N:10]([C:13]2[CH:18]=[CH:17][C:16]([NH2:19])=[CH:15][CH:14]=2)[CH2:9][CH2:8]1.I[C:22]1[CH:27]=[CH:26][CH:25]=[CH:24][CH:23]=1.P(C(C)(C)C)(C(C)(C)C)C(C)(C)C.O(C(C)(C)C)[Na]. The catalyst is C1C=CC(/C=C/C(/C=C/C2C=CC=CC=2)=O)=CC=1.C1C=CC(/C=C/C(/C=C/C2C=CC=CC=2)=O)=CC=1.C1C=CC(/C=C/C(/C=C/C2C=CC=CC=2)=O)=CC=1.[Pd].[Pd]. The product is [CH3:1][O:2][C:3](=[O:20])[CH2:4][CH2:5][CH2:6][N:7]1[CH2:12][CH2:11][N:10]([C:13]2[CH:14]=[CH:15][C:16]([NH:19][C:22]3[CH:27]=[CH:26][CH:25]=[CH:24][CH:23]=3)=[CH:17][CH:18]=2)[CH2:9][CH2:8]1. The yield is 0.340.